From a dataset of Peptide-MHC class II binding affinity with 134,281 pairs from IEDB. Regression. Given a peptide amino acid sequence and an MHC pseudo amino acid sequence, predict their binding affinity value. This is MHC class II binding data. (1) The peptide sequence is YATFFIKANSKFIGITE. The binding affinity (normalized) is 0.0863. The MHC is H-2-IAk with pseudo-sequence H-2-IAk. (2) The peptide sequence is GVTCGPGHGISVGSL. The MHC is DRB1_0101 with pseudo-sequence DRB1_0101. The binding affinity (normalized) is 0.250. (3) The peptide sequence is GDSYIIVGRGDSRLT. The MHC is DRB5_0101 with pseudo-sequence DRB5_0101. The binding affinity (normalized) is 0.